From a dataset of Catalyst prediction with 721,799 reactions and 888 catalyst types from USPTO. Predict which catalyst facilitates the given reaction. (1) Reactant: [O:1]=[C:2]1[C:11]2[C:6](=[CH:7][CH:8]=[C:9]([C:12]([O:14][CH3:15])=[O:13])[CH:10]=2)[CH:5]=[CH:4][NH:3]1.C(=O)([O-])[O-].[K+].[K+].[CH2:22](Br)[C:23]1[CH:28]=[CH:27][CH:26]=[CH:25][CH:24]=1. Product: [CH2:22]([N:3]1[CH:4]=[CH:5][C:6]2[C:11](=[CH:10][C:9]([C:12]([O:14][CH3:15])=[O:13])=[CH:8][CH:7]=2)[C:2]1=[O:1])[C:23]1[CH:28]=[CH:27][CH:26]=[CH:25][CH:24]=1. The catalyst class is: 3. (2) Reactant: [NH3:1].[CH2:2]([O:4][C:5]([C:7]1[C:8]2[S:16][CH:15]=[C:14]([CH2:17][O:18][C:19]3[CH:24]=[C:23]([C:25]4[N:26]=[N:27][N:28]([CH3:30])[CH:29]=4)[CH:22]=[CH:21][C:20]=3[CH3:31])[C:9]=2[C:10](Cl)=[N:11][CH:12]=1)=[O:6])[CH3:3]. Product: [CH2:2]([O:4][C:5]([C:7]1[C:8]2[S:16][CH:15]=[C:14]([CH2:17][O:18][C:19]3[CH:24]=[C:23]([C:25]4[N:26]=[N:27][N:28]([CH3:30])[CH:29]=4)[CH:22]=[CH:21][C:20]=3[CH3:31])[C:9]=2[C:10]([NH2:1])=[N:11][CH:12]=1)=[O:6])[CH3:3]. The catalyst class is: 41. (3) Reactant: [Cl:1][C:2]1[C:3]([F:35])=[C:4]([CH:32]=[CH:33][CH:34]=1)[CH2:5][S:6][C:7]1[N:12]=[C:11]([NH:13][S:14]([N:17]2[CH2:22][CH2:21][N:20](C(OC(C)(C)C)=O)[CH2:19][CH2:18]2)(=[O:16])=[O:15])[CH:10]=[C:9]([O:30][CH3:31])[N:8]=1.FC(F)(F)C(O)=O. Product: [Cl:1][C:2]1[C:3]([F:35])=[C:4]([CH:32]=[CH:33][CH:34]=1)[CH2:5][S:6][C:7]1[N:12]=[C:11]([NH:13][S:14]([N:17]2[CH2:22][CH2:21][NH:20][CH2:19][CH2:18]2)(=[O:15])=[O:16])[CH:10]=[C:9]([O:30][CH3:31])[N:8]=1. The catalyst class is: 2.